Dataset: Peptide-MHC class I binding affinity with 185,985 pairs from IEDB/IMGT. Task: Regression. Given a peptide amino acid sequence and an MHC pseudo amino acid sequence, predict their binding affinity value. This is MHC class I binding data. (1) The peptide sequence is YHDPETAAA. The MHC is HLA-B53:01 with pseudo-sequence HLA-B53:01. The binding affinity (normalized) is 0.213. (2) The peptide sequence is YSQESPQSYD. The MHC is Mamu-A01 with pseudo-sequence Mamu-A01. The binding affinity (normalized) is 0.108. (3) The MHC is HLA-A03:01 with pseudo-sequence HLA-A03:01. The peptide sequence is KGEGAVILK. The binding affinity (normalized) is 0.344. (4) The peptide sequence is DILSIIDAK. The MHC is HLA-A33:01 with pseudo-sequence HLA-A33:01. The binding affinity (normalized) is 0.372. (5) The peptide sequence is DWMDRIEEF. The MHC is HLA-A26:01 with pseudo-sequence HLA-A26:01. The binding affinity (normalized) is 0.0847. (6) The peptide sequence is GVEPGHAFY. The MHC is HLA-A03:01 with pseudo-sequence HLA-A03:01. The binding affinity (normalized) is 0.0847.